From a dataset of NCI-60 drug combinations with 297,098 pairs across 59 cell lines. Regression. Given two drug SMILES strings and cell line genomic features, predict the synergy score measuring deviation from expected non-interaction effect. Drug 1: C1CC(=O)NC(=O)C1N2CC3=C(C2=O)C=CC=C3N. Drug 2: CC1CCCC2(C(O2)CC(NC(=O)CC(C(C(=O)C(C1O)C)(C)C)O)C(=CC3=CSC(=N3)C)C)C. Cell line: SK-MEL-5. Synergy scores: CSS=-1.20, Synergy_ZIP=0.644, Synergy_Bliss=-0.644, Synergy_Loewe=-5.83, Synergy_HSA=-3.18.